From a dataset of Full USPTO retrosynthesis dataset with 1.9M reactions from patents (1976-2016). Predict the reactants needed to synthesize the given product. (1) The reactants are: [C:1]([O:4][CH2:5][C:6]1[N:11]2[N:12]=[C:13]([C:15]([F:18])([F:17])[F:16])[CH:14]=[C:10]2[C:9]([CH:19]=[O:20])=[CH:8][CH:7]=1)(=[O:3])[CH3:2].[Cr](O[Cr]([O-])(=O)=O)([O-])(=O)=[O:22].[NH+]1C=CC=CC=1.[NH+]1C=CC=CC=1. Given the product [C:1]([O:4][CH2:5][C:6]1[N:11]2[N:12]=[C:13]([C:15]([F:17])([F:18])[F:16])[CH:14]=[C:10]2[C:9]([C:19]([OH:22])=[O:20])=[CH:8][CH:7]=1)(=[O:3])[CH3:2], predict the reactants needed to synthesize it. (2) Given the product [F:6][C:7]1[CH:12]=[CH:11][CH:10]=[C:9]([S:5][C:2]([CH3:4])([CH3:3])[CH3:1])[C:8]=1[C:14]1[O:15][CH2:16][C:17]([CH3:20])([CH3:19])[N:18]=1, predict the reactants needed to synthesize it. The reactants are: [CH3:1][C:2]([SH:5])([CH3:4])[CH3:3].[F:6][C:7]1[CH:12]=[CH:11][CH:10]=[C:9](F)[C:8]=1[C:14]1[O:15][CH2:16][C:17]([CH3:20])([CH3:19])[N:18]=1.[H-].[Na+]. (3) Given the product [C:1]([O:5][C:6](=[O:26])[CH2:7][N:8]([S:9]([C:12]1[CH:13]=[CH:14][C:15]([O:18][CH2:19][C:20]2[CH:21]=[CH:22][CH:23]=[CH:24][CH:25]=2)=[CH:16][CH:17]=1)(=[O:11])=[O:10])[CH2:37][CH2:36][CH2:35][CH:34]=[CH2:38])([CH3:4])([CH3:2])[CH3:3], predict the reactants needed to synthesize it. The reactants are: [C:1]([O:5][C:6](=[O:26])[CH2:7][NH:8][S:9]([C:12]1[CH:17]=[CH:16][C:15]([O:18][CH2:19][C:20]2[CH:25]=[CH:24][CH:23]=[CH:22][CH:21]=2)=[CH:14][CH:13]=1)(=[O:11])=[O:10])([CH3:4])([CH3:3])[CH3:2].C(=O)([O-])[O-].[Cs+].[Cs+].Br[CH:34]([CH3:38])[CH2:35][CH:36]=[CH2:37].[I-].[K+].